Task: Predict the reaction yield, written as a fraction of the theoretical maximum amount of product (1.0 means a 100% yield; for example, 0.34 means a 34% yield).. Dataset: Reaction yield outcomes from USPTO patents with 853,638 reactions (1) The reactants are [C:1](Br)([CH3:4])([CH3:3])[CH3:2].[CH2:6]([O:13][C:14]1[C:15]([CH:24]([OH:29])[C:25]([O:27][CH3:28])=[O:26])=[CH:16][C:17]2[C:22]([CH:23]=1)=[CH:21][CH:20]=[CH:19][CH:18]=2)[C:7]1[CH:12]=[CH:11][CH:10]=[CH:9][CH:8]=1. The catalyst is C1CCCCC1.ClCCl.[Ag]=O. The product is [CH2:6]([O:13][C:14]1[C:15]([CH:24]([O:29][C:1]([CH3:4])([CH3:3])[CH3:2])[C:25]([O:27][CH3:28])=[O:26])=[CH:16][C:17]2[C:22]([CH:23]=1)=[CH:21][CH:20]=[CH:19][CH:18]=2)[C:7]1[CH:8]=[CH:9][CH:10]=[CH:11][CH:12]=1. The yield is 0.600. (2) The reactants are [ClH:1].C(OC([N:9]1[CH2:17][C:16]2[C:11](=[CH:12][CH:13]=[C:14]([C:18]3[C:27]([O:28][CH:29]([F:31])[F:30])=[C:26]4[C:21]([C:22](=[O:36])[NH:23][C:24](=[O:35])[N:25]4[CH:32]4[CH2:34][CH2:33]4)=[CH:20][CH:19]=3)[CH:15]=2)[C@H:10]1[CH3:37])=O)(C)(C)C. The catalyst is CO.ClCCl. The product is [ClH:1].[CH:32]1([N:25]2[C:26]3[C:21](=[CH:20][CH:19]=[C:18]([C:14]4[CH:15]=[C:16]5[C:11](=[CH:12][CH:13]=4)[C@@H:10]([CH3:37])[NH:9][CH2:17]5)[C:27]=3[O:28][CH:29]([F:30])[F:31])[C:22](=[O:36])[NH:23][C:24]2=[O:35])[CH2:33][CH2:34]1. The yield is 0.850. (3) The reactants are [CH3:1][O:2][C:3]1[CH:4]=[C:5]2[C:9](=[CH:10][CH:11]=1)[NH:8][CH:7]=[C:6]2[CH:12]=[O:13].[H-].[Na+].CI.[C:18](=O)(O)[O-].[Na+]. The catalyst is CN(C=O)C. The product is [CH3:1][O:2][C:3]1[CH:4]=[C:5]2[C:9](=[CH:10][CH:11]=1)[N:8]([CH3:18])[CH:7]=[C:6]2[CH:12]=[O:13]. The yield is 0.990. (4) The reactants are [CH3:1][O:2][C:3]1[CH:4]=[C:5]2[C:10](=[CH:11][C:12]=1[O:13][CH3:14])[CH2:9][N:8]([C:15](Cl)=[O:16])[CH2:7][CH2:6]2.[OH:18][CH2:19][CH2:20][CH2:21][CH2:22][NH:23]C(=O)C1C=CC=CC=1. No catalyst specified. The product is [OH:18][CH2:19][CH2:20][CH2:21][CH2:22][NH:23][C:15]([N:8]1[CH2:7][CH2:6][C:5]2[C:10](=[CH:11][C:12]([O:13][CH3:14])=[C:3]([O:2][CH3:1])[CH:4]=2)[CH2:9]1)=[O:16]. The yield is 0.670. (5) The catalyst is [Pd].C(O)C. The reactants are C([N:8]1[CH2:13][CH2:12][N:11](CC2C=CC=CC=2)[CH2:10][C@@H:9]1[CH2:21][CH2:22][C:23]1[CH:28]=[CH:27][C:26]([O:29][CH3:30])=[CH:25][CH:24]=1)C1C=CC=CC=1.C([O-])=O.[NH4+]. The yield is 0.940. The product is [CH3:30][O:29][C:26]1[CH:25]=[CH:24][C:23]([CH2:22][CH2:21][C@H:9]2[CH2:10][NH:11][CH2:12][CH2:13][NH:8]2)=[CH:28][CH:27]=1. (6) The reactants are [Cl:1][C:2]1[CH:11]=[CH:10][C:5]([C:6]([O:8][CH3:9])=[O:7])=[CH:4][C:3]=1B1OC(C)(C)C(C)(C)O1.I[C:22]1[NH:26][C:25]([CH3:27])=[N:24][C:23]=1[CH3:28].C(Cl)Cl. The catalyst is O1CCOCC1.C1C=CC(P(C2C=CC=CC=2)[C-]2C=CC=C2)=CC=1.C1C=CC(P(C2C=CC=CC=2)[C-]2C=CC=C2)=CC=1.Cl[Pd]Cl.[Fe+2]. The product is [Cl:1][C:2]1[CH:11]=[CH:10][C:5]([C:6]([O:8][CH3:9])=[O:7])=[CH:4][C:3]=1[C:22]1[NH:26][C:25]([CH3:27])=[N:24][C:23]=1[CH3:28]. The yield is 0.500.